Dataset: Full USPTO retrosynthesis dataset with 1.9M reactions from patents (1976-2016). Task: Predict the reactants needed to synthesize the given product. (1) Given the product [CH2:22]([O:23][C:24]([N:1]1[CH2:7][CH2:6][CH2:5][CH2:4][C@@H:3]([C:8]([OH:10])=[O:9])[CH2:2]1)=[O:25])[C:19]1[CH:20]=[CH:21][CH:16]=[CH:17][CH:18]=1, predict the reactants needed to synthesize it. The reactants are: [NH:1]1[CH2:7][CH2:6][CH2:5][CH2:4][C@@H:3]([C:8]([OH:10])=[O:9])[CH2:2]1.C1COCC1.[CH:16]1[CH:21]=[CH:20][C:19]([CH2:22][O:23][C:24](Cl)=[O:25])=[CH:18][CH:17]=1.Cl. (2) Given the product [Br:1][C:2]1[CH:3]=[CH:4][C:5]([F:19])=[C:6]([C:8]2[N:17]=[C:16]([N:21]([CH3:20])[C:22]3[CH:27]=[CH:26][CH:25]=[CH:24][CH:23]=3)[C:15]3[C:10](=[N:11][CH:12]=[CH:13][N:14]=3)[N:9]=2)[CH:7]=1, predict the reactants needed to synthesize it. The reactants are: [Br:1][C:2]1[CH:3]=[CH:4][C:5]([F:19])=[C:6]([C:8]2[NH:17][C:16](=O)[C:15]3[C:10](=[N:11][CH:12]=[CH:13][N:14]=3)[N:9]=2)[CH:7]=1.[CH3:20][NH:21][C:22]1[CH:27]=[CH:26][CH:25]=[CH:24][CH:23]=1.C(N(C1C=CN=CC=1)C1C2C(=NC=CN=2)N=C(C2C=C(Br)C=CC=2F)N=1)CCC.